From a dataset of Reaction yield outcomes from USPTO patents with 853,638 reactions. Predict the reaction yield, written as a fraction of the theoretical maximum amount of product (1.0 means a 100% yield; for example, 0.34 means a 34% yield). (1) The reactants are [Cl:1][C:2]1[N:3]([CH2:10][C@:11]2([CH3:14])[CH2:13][O:12]2)[CH:4]=[C:5]([N+:7]([O-:9])=[O:8])[N:6]=1.[N:15]1([CH:21]2[CH2:26][CH2:25][NH:24][CH2:23][CH2:22]2)[CH2:20][CH2:19][CH2:18][CH2:17][CH2:16]1.O. The catalyst is CN(C=O)C. The product is [N:15]1([CH:21]2[CH2:26][CH2:25][N:24]([CH2:13][C@:11]([CH3:14])([OH:12])[CH2:10][N:3]3[CH:4]=[C:5]([N+:7]([O-:9])=[O:8])[N:6]=[C:2]3[Cl:1])[CH2:23][CH2:22]2)[CH2:20][CH2:19][CH2:18][CH2:17][CH2:16]1. The yield is 0.740. (2) The yield is 0.830. The reactants are [Cl:1][C:2]1[C:7]([F:8])=[CH:6][CH:5]=[C:4]([Cl:9])[C:3]=1[C@@H:10]([O:12][C:13]1[C:14]([NH2:19])=[N:15][CH:16]=[CH:17][CH:18]=1)[CH3:11].C1C(=O)N([Br:27])C(=O)C1.OS([O-])=O.[Na+]. The catalyst is ClCCl.C(#N)C. The product is [Br:27][C:17]1[CH:18]=[C:13]([O:12][C@H:10]([C:3]2[C:4]([Cl:9])=[CH:5][CH:6]=[C:7]([F:8])[C:2]=2[Cl:1])[CH3:11])[C:14]([NH2:19])=[N:15][CH:16]=1. (3) The reactants are [Br:1]N1C(=O)CCC1=O.[Cl:9][C:10]1[C:11]2[N:12]([C:16]([C@H:19]3[CH2:28][N:27]4[C@@H:22]([CH2:23][O:24][CH2:25][C:26]4=[O:29])[CH2:21][CH2:20]3)=[N:17][CH:18]=2)[CH:13]=[CH:14][N:15]=1. The catalyst is CN(C)C=O. The product is [Br:1][C:18]1[N:17]=[C:16]([C@H:19]2[CH2:28][N:27]3[C@@H:22]([CH2:23][O:24][CH2:25][C:26]3=[O:29])[CH2:21][CH2:20]2)[N:12]2[CH:13]=[CH:14][N:15]=[C:10]([Cl:9])[C:11]=12. The yield is 1.00. (4) The reactants are [Br:1][C:2]1[CH:11]=[C:10]([Br:12])[C:9]([OH:13])=[C:8]2[C:3]=1[CH:4]=[CH:5][CH:6]=[N:7]2.Br[CH:15]([CH3:17])[CH3:16]. No catalyst specified. The product is [Br:1][C:2]1[CH:11]=[C:10]([Br:12])[C:9]([O:13][CH:15]([CH3:17])[CH3:16])=[C:8]2[C:3]=1[CH:4]=[CH:5][CH:6]=[N:7]2. The yield is 0.970.